This data is from Reaction yield outcomes from USPTO patents with 853,638 reactions. The task is: Predict the reaction yield, written as a fraction of the theoretical maximum amount of product (1.0 means a 100% yield; for example, 0.34 means a 34% yield). (1) The reactants are [CH3:1][O:2][C:3](=[O:11])[C:4]1[CH:9]=[CH:8][C:7]([CH3:10])=[N:6][CH:5]=1.[CH2:12]([Br:19])[C:13]1[CH:18]=[CH:17][CH:16]=[CH:15][CH:14]=1. The catalyst is C(OCC)(=O)C. The product is [Br-:19].[CH2:12]([N+:6]1[CH:5]=[C:4]([C:3]([O:2][CH3:1])=[O:11])[CH:9]=[CH:8][C:7]=1[CH3:10])[C:13]1[CH:18]=[CH:17][CH:16]=[CH:15][CH:14]=1. The yield is 0.0700. (2) The reactants are [CH3:1][O:2][C:3]([C:5]1[N:6]=[C:7]2[C:12]([NH2:13])=[CH:11][C:10]([Br:14])=[CH:9][N:8]2[C:15]=1[Cl:16])=[O:4].[C:17](OC(=O)C)(=[O:19])[CH3:18]. The catalyst is N1C=CC=CC=1. The product is [CH3:1][O:2][C:3]([C:5]1[N:6]=[C:7]2[C:12]([NH:13][C:17](=[O:19])[CH3:18])=[CH:11][C:10]([Br:14])=[CH:9][N:8]2[C:15]=1[Cl:16])=[O:4]. The yield is 0.770. (3) The reactants are C1C=CC2N(O)N=NC=2C=1.CCN(C(C)C)C(C)C.[O:20]=[C:21]1[CH:26]=[CH:25][CH:24]=[CH:23][N:22]1[C:27]1[CH:32]=[CH:31][C:30]([NH:33][C:34](=[O:39])[CH2:35][C:36]([OH:38])=O)=[CH:29][CH:28]=1.CCN=C=NCCCN(C)C.Cl.Cl.[Br:53][C:54]1[CH:59]=[CH:58][CH:57]=[CH:56][C:55]=1[C:60]([N:62]1[CH2:67][CH2:66][NH:65][CH2:64][CH2:63]1)=[O:61]. The catalyst is CN(C=O)C.O. The product is [Br:53][C:54]1[CH:59]=[CH:58][CH:57]=[CH:56][C:55]=1[C:60]([N:62]1[CH2:63][CH2:64][N:65]([C:36](=[O:38])[CH2:35][C:34]([NH:33][C:30]2[CH:29]=[CH:28][C:27]([N:22]3[CH:23]=[CH:24][CH:25]=[CH:26][C:21]3=[O:20])=[CH:32][CH:31]=2)=[O:39])[CH2:66][CH2:67]1)=[O:61]. The yield is 0.210.